Dataset: NCI-60 drug combinations with 297,098 pairs across 59 cell lines. Task: Regression. Given two drug SMILES strings and cell line genomic features, predict the synergy score measuring deviation from expected non-interaction effect. (1) Drug 2: C1C(C(OC1N2C=NC3=C2NC=NCC3O)CO)O. Synergy scores: CSS=8.82, Synergy_ZIP=-1.98, Synergy_Bliss=0.386, Synergy_Loewe=-9.61, Synergy_HSA=2.54. Cell line: NCI-H322M. Drug 1: C1CC(=O)NC(=O)C1N2C(=O)C3=CC=CC=C3C2=O. (2) Drug 1: C#CCC(CC1=CN=C2C(=N1)C(=NC(=N2)N)N)C3=CC=C(C=C3)C(=O)NC(CCC(=O)O)C(=O)O. Drug 2: CCN(CC)CCCC(C)NC1=C2C=C(C=CC2=NC3=C1C=CC(=C3)Cl)OC. Cell line: BT-549. Synergy scores: CSS=12.5, Synergy_ZIP=-5.33, Synergy_Bliss=-4.58, Synergy_Loewe=-3.69, Synergy_HSA=-2.08. (3) Drug 1: C1=CC=C(C(=C1)C(C2=CC=C(C=C2)Cl)C(Cl)Cl)Cl. Drug 2: C1C(C(OC1N2C=NC(=NC2=O)N)CO)O. Cell line: DU-145. Synergy scores: CSS=15.3, Synergy_ZIP=-2.46, Synergy_Bliss=0.859, Synergy_Loewe=-20.1, Synergy_HSA=2.57. (4) Drug 1: CN(C)C1=NC(=NC(=N1)N(C)C)N(C)C. Drug 2: CCC1(CC2CC(C3=C(CCN(C2)C1)C4=CC=CC=C4N3)(C5=C(C=C6C(=C5)C78CCN9C7C(C=CC9)(C(C(C8N6C=O)(C(=O)OC)O)OC(=O)C)CC)OC)C(=O)OC)O.OS(=O)(=O)O. Cell line: A549. Synergy scores: CSS=-2.49, Synergy_ZIP=2.11, Synergy_Bliss=3.78, Synergy_Loewe=-1.66, Synergy_HSA=-1.66. (5) Drug 1: CC1CC2C3CCC4=CC(=O)C=CC4(C3(C(CC2(C1(C(=O)CO)O)C)O)F)C. Drug 2: CC(C)(C1=NC(=CC=C1)N2C3=NC(=NC=C3C(=O)N2CC=C)NC4=CC=C(C=C4)N5CCN(CC5)C)O. Cell line: UACC62. Synergy scores: CSS=26.9, Synergy_ZIP=4.81, Synergy_Bliss=8.40, Synergy_Loewe=-19.0, Synergy_HSA=7.14. (6) Drug 1: C1=C(C(=O)NC(=O)N1)N(CCCl)CCCl. Synergy scores: CSS=90.1, Synergy_ZIP=5.00, Synergy_Bliss=3.98, Synergy_Loewe=7.57, Synergy_HSA=10.2. Drug 2: C1C(C(OC1N2C=NC(=NC2=O)N)CO)O. Cell line: MOLT-4.